From a dataset of Reaction yield outcomes from USPTO patents with 853,638 reactions. Predict the reaction yield, written as a fraction of the theoretical maximum amount of product (1.0 means a 100% yield; for example, 0.34 means a 34% yield). The reactants are [NH2:1][C:2]1[CH:7]=[CH:6][CH:5]=[CH:4][C:3]=1[NH:8][C:9]([C:11]1[N:12]=[CH:13][N:14]2[C:19](=[O:20])[N:18]([CH3:21])[N:17]=[N:16][C:15]=12)=O. The catalyst is Cl. The product is [NH:8]1[C:3]2[CH:4]=[CH:5][CH:6]=[CH:7][C:2]=2[N:1]=[C:9]1[C:11]1[N:12]=[CH:13][N:14]2[C:19](=[O:20])[N:18]([CH3:21])[N:17]=[N:16][C:15]=12. The yield is 0.0300.